Predict the product of the given reaction. From a dataset of Forward reaction prediction with 1.9M reactions from USPTO patents (1976-2016). (1) Given the reactants [Li+].C[Si]([N-][Si](C)(C)C)(C)C.[C:11]1(=[O:20])[C:19]2[C:14](=[CH:15][CH:16]=[CH:17][CH:18]=2)[CH2:13][CH2:12]1.[C:21](C(OCC(F)(F)F)=O)(F)(F)F.[NH4+].[Cl-], predict the reaction product. The product is: [CH2:21]=[C:12]1[CH2:13][C:14]2[C:19](=[CH:18][CH:17]=[CH:16][CH:15]=2)[C:11]1=[O:20]. (2) Given the reactants [Na+].[Cl-].C(O)[C@H]1O[C@H](O[C@H]2[C@H](O)[C@@H](O)[C@H](O)O[C@@H]2CO)[C@H](O)[C@@H](O)[C@@H]1O.C(S)[C@@H](O)[C@H](O)CS.O=C1O[C@H]([C@H](CO)O)C([O-])=C1O.[Na+].O=C(CCC(O)=O)C(O)=O.[CH:57]1[C:62]([OH:63])=[C:61]([OH:64])[C:60](O)=[CH:59][C:58]=1[CH:66]1[O:75][C:74]2[C:69](=[C:70]([OH:77])[CH:71]=[C:72]([OH:76])[CH:73]=2)[CH:68](O)[CH:67]1[OH:79], predict the reaction product. The product is: [CH:59]1[C:58]([C:66]2[O+:75]=[C:74]3[C:69]([C:70]([OH:77])=[CH:71][C:72]([OH:76])=[CH:73]3)=[CH:68][C:67]=2[OH:79])=[CH:57][CH:62]=[C:61]([OH:64])[CH:60]=1.[CH:59]1[C:58]([C:66]2[C:67]([OH:79])=[CH:68][C:69]3[C:70]([OH:77])=[CH:71][C:72]([OH:76])=[CH:73][C:74]=3[O+:75]=2)=[CH:57][C:62]([OH:63])=[C:61]([OH:64])[CH:60]=1.